From a dataset of Forward reaction prediction with 1.9M reactions from USPTO patents (1976-2016). Predict the product of the given reaction. (1) Given the reactants Cl[CH2:2][C:3]([NH:5][C:6]1[CH:14]=[CH:13][C:12]([Cl:15])=[C:11]2[C:7]=1[C:8](=[O:33])[N:9]([C@@H:16]([C:22]1[CH:27]=[CH:26][C:25]([O:28][CH3:29])=[C:24]([O:30][CH2:31][CH3:32])[CH:23]=1)[CH2:17][S:18]([CH3:21])(=[O:20])=[O:19])[CH2:10]2)=[O:4].[NH:34]1[CH2:39][CH2:38][O:37][CH2:36][CH2:35]1.Cl, predict the reaction product. The product is: [Cl:15][C:12]1[CH:13]=[CH:14][C:6]([NH:5][C:3](=[O:4])[CH2:2][N:34]2[CH2:39][CH2:38][O:37][CH2:36][CH2:35]2)=[C:7]2[C:11]=1[CH2:10][N:9]([C@@H:16]([C:22]1[CH:27]=[CH:26][C:25]([O:28][CH3:29])=[C:24]([O:30][CH2:31][CH3:32])[CH:23]=1)[CH2:17][S:18]([CH3:21])(=[O:20])=[O:19])[C:8]2=[O:33]. (2) Given the reactants [CH3:1][O:2][C:3](=[O:14])[CH2:4][C:5]1[N:9]2[CH:10]=[CH:11][CH:12]=[CH:13][C:8]2=[CH:7][N:6]=1.[Al+3].[Cl-].[Cl-].[Cl-].[C:19](Cl)(=[O:21])[CH3:20], predict the reaction product. The product is: [CH3:1][O:2][C:3](=[O:14])[CH2:4][C:5]1[N:9]2[CH:10]=[CH:11][CH:12]=[CH:13][C:8]2=[C:7]([C:19](=[O:21])[CH3:20])[N:6]=1. (3) Given the reactants [Br:1][C:2]1[CH:7]=[CH:6][C:5]([CH:8]=[C:9]([C:13]2[CH:18]=[CH:17][C:16]([Cl:19])=[CH:15][C:14]=2[Cl:20])C(O)=O)=[CH:4][CH:3]=1.C(N(CC)CC)C.C1(P(N=[N+]=[N-])(C2C=CC=CC=2)=[O:35])C=CC=CC=1.O, predict the reaction product. The product is: [Br:1][C:2]1[CH:7]=[CH:6][C:5]([CH2:8][C:9]([C:13]2[CH:18]=[CH:17][C:16]([Cl:19])=[CH:15][C:14]=2[Cl:20])=[O:35])=[CH:4][CH:3]=1. (4) Given the reactants [Cl:1][C:2]1[CH:3]=[CH:4][C:5]([O:13]C)=[C:6]2[C:11]=1[N:10]=[C:9]([CH3:12])[CH:8]=[CH:7]2, predict the reaction product. The product is: [Cl:1][C:2]1[CH:3]=[CH:4][C:5]([OH:13])=[C:6]2[C:11]=1[N:10]=[C:9]([CH3:12])[CH:8]=[CH:7]2.